From a dataset of Reaction yield outcomes from USPTO patents with 853,638 reactions. Predict the reaction yield, written as a fraction of the theoretical maximum amount of product (1.0 means a 100% yield; for example, 0.34 means a 34% yield). (1) The reactants are Cl[O-].[Na+].[CH2:4]1[C:12]2[C:7](=[CH:8][CH:9]=[C:10]([C:13](=[O:15])C)[CH:11]=2)[CH2:6][CH2:5]1.C([O-])(O)=[O:17].[Na+]. No catalyst specified. The product is [CH2:6]1[C:7]2[C:12](=[CH:11][C:10]([C:13]([OH:15])=[O:17])=[CH:9][CH:8]=2)[CH2:4][CH2:5]1. The yield is 0.990. (2) The reactants are [OH:1][C:2]1[C:11]2[C:6](=[CH:7][CH:8]=[CH:9][CH:10]=2)[NH:5][C:4](=[O:12])[C:3]=1[C:13]([O:15]C)=O.[CH:17]1([NH2:23])[CH2:22][CH2:21][CH2:20][CH2:19][CH2:18]1.C(OCC)C. The catalyst is C1(C)C=CC=CC=1. The product is [CH:17]1([NH:23][C:13]([C:3]2[C:4](=[O:12])[NH:5][C:6]3[C:11]([C:2]=2[OH:1])=[CH:10][CH:9]=[CH:8][CH:7]=3)=[O:15])[CH2:22][CH2:21][CH2:20][CH2:19][CH2:18]1. The yield is 0.350. (3) The reactants are [H-].[Na+].[N:3]1[CH:8]=[CH:7][CH:6]=[C:5](/[CH:9]=[CH:10]/[S:11]([NH2:14])(=[O:13])=[O:12])[CH:4]=1.[Cl:15][C:16]1[CH:24]=[C:23]([Cl:25])[CH:22]=[CH:21][C:17]=1[C:18](Cl)=[O:19].O. The catalyst is O1CCOCC1. The product is [Cl:15][C:16]1[CH:24]=[C:23]([Cl:25])[CH:22]=[CH:21][C:17]=1[C:18]([NH:14][S:11](/[CH:10]=[CH:9]/[C:5]1[CH:4]=[N:3][CH:8]=[CH:7][CH:6]=1)(=[O:12])=[O:13])=[O:19]. The yield is 0.260. (4) The reactants are O(CC(C(=O)C(C)O)(O)C(O)=O)[Si:2]([C:5]([CH3:8])([CH3:7])[CH3:6])([CH3:4])[CH3:3].[C:20]([OH:25])(=[O:24])[CH:21]([CH3:23])[OH:22].C1(N=C=NC2CCCCC2)CCCCC1.C(=O)([O-])[OH:42].[Na+]. The catalyst is C(Cl)Cl.CN(C)C1C=CN=CC=1. The product is [O:22]([C:21]([CH3:23])([OH:42])[C:20]([OH:25])=[O:24])[Si:2]([C:5]([CH3:8])([CH3:7])[CH3:6])([CH3:4])[CH3:3]. The yield is 0.725.